From a dataset of Full USPTO retrosynthesis dataset with 1.9M reactions from patents (1976-2016). Predict the reactants needed to synthesize the given product. (1) Given the product [F:1][C:2]1[CH:3]=[CH:4][C:5]([CH2:8][C:9]([OH:11])=[O:10])=[CH:6][C:7]=1[N+:12]([O-:14])=[O:13], predict the reactants needed to synthesize it. The reactants are: [F:1][C:2]1[CH:7]=[CH:6][C:5]([CH2:8][C:9]([OH:11])=[O:10])=[CH:4][CH:3]=1.[N+:12]([O-])([O-:14])=[O:13].[K+]. (2) Given the product [Cl:1][C:2]1[N:7]=[C:6]([C:8]([O:10][CH3:11])=[O:9])[CH:5]=[CH:4][N:3]=1, predict the reactants needed to synthesize it. The reactants are: [Cl:1][C:2]1[N:7]=[C:6]([C:8]([OH:10])=[O:9])[CH:5]=[CH:4][N:3]=1.[CH:11]1C=CC=CC=1.C[Si](C=[N+]=[N-])(C)C. (3) Given the product [C:10]1([CH3:15])[CH:11]=[C:12]([CH3:14])[CH:13]=[C:8]([CH3:30])[C:9]=1[NH:16][CH:17]1[CH2:22][CH2:21][NH:20][CH2:19][CH2:18]1, predict the reactants needed to synthesize it. The reactants are: FC(F)(F)C(O)=O.[C:8]1([CH3:30])[CH:13]=[C:12]([CH3:14])[CH:11]=[C:10]([CH3:15])[C:9]=1[NH:16][CH:17]1[CH2:22][CH2:21][N:20](C(OC(C)(C)C)=O)[CH2:19][CH2:18]1. (4) Given the product [Cl:1][C:2]1[CH:3]=[C:4]2[N:11]([CH2:12][O:13][CH2:14][CH2:15][Si:16]([CH3:19])([CH3:18])[CH3:17])[C:10]([O:20][C@H:21]3[C@H:25]4[O:26][CH2:27][C@@H:28]([OH:29])[C@H:24]4[O:23][CH2:22]3)=[N:9][C:5]2=[N:6][C:7]=1[C:30]1[CH2:34][CH2:33][CH2:32][CH:31]=1, predict the reactants needed to synthesize it. The reactants are: [Cl:1][C:2]1[CH:3]=[C:4]2[N:11]([CH2:12][O:13][CH2:14][CH2:15][Si:16]([CH3:19])([CH3:18])[CH3:17])[C:10]([O:20][C@H:21]3[C@H:25]4[O:26][CH2:27][C@@H:28]([OH:29])[C@H:24]4[O:23][CH2:22]3)=[N:9][C:5]2=[N:6][C:7]=1I.[C:30]1(B(O)O)[CH2:34][CH2:33][CH2:32][CH:31]=1.[O-]P([O-])([O-])=O.[K+].[K+].[K+]. (5) Given the product [NH2:1][C:2]1[C:12]([C:20]2[S:21][CH:22]=[CH:23][CH:24]=2)=[CH:11][C:10]([Br:14])=[C:4]2[C:5]([NH:7][C:8](=[O:9])[C:3]=12)=[O:6], predict the reactants needed to synthesize it. The reactants are: [NH2:1][C:2]1[C:12](I)=[CH:11][C:10]([Br:14])=[C:4]2[C:5]([NH:7][C:8](=[O:9])[C:3]=12)=[O:6].C([Sn](CCCC)(CCCC)[C:20]1[S:21][CH:22]=[CH:23][CH:24]=1)CCC.[F-].[NH4+]. (6) The reactants are: [CH2:1]([N:8]1[CH2:13][CH:12]=[C:11]([CH2:14][OH:15])[CH2:10][CH2:9]1)[C:2]1[CH:7]=[CH:6][CH:5]=[CH:4][CH:3]=1.[Br:16][C:17]1[CH:22]=[C:21]([O:23][CH3:24])[CH:20]=[CH:19][C:18]=1O.C1C=CC(P(C2C=CC=CC=2)C2C=CC=CC=2)=CC=1.N(C(OC(C)C)=O)=NC(OC(C)C)=O. Given the product [CH2:1]([N:8]1[CH2:9][CH:10]=[C:11]([CH2:14][O:15][C:18]2[CH:19]=[CH:20][C:21]([O:23][CH3:24])=[CH:22][C:17]=2[Br:16])[CH2:12][CH2:13]1)[C:2]1[CH:7]=[CH:6][CH:5]=[CH:4][CH:3]=1, predict the reactants needed to synthesize it. (7) Given the product [Cl:1][C:2]1[CH:7]=[N:6][C:5]([N:8]2[CH2:13][CH2:12][CH:11]([O:14][C:15]3[S:16][C:17]4[CH:23]=[C:22]([CH:24]5[CH2:29][CH2:28][NH:27][CH2:26][CH2:25]5)[CH:21]=[CH:20][C:18]=4[N:19]=3)[CH2:10][CH2:9]2)=[N:4][CH:3]=1, predict the reactants needed to synthesize it. The reactants are: [Cl:1][C:2]1[CH:3]=[N:4][C:5]([N:8]2[CH2:13][CH2:12][CH:11]([O:14][C:15]3[S:16][C:17]4[CH:23]=[C:22]([CH:24]5[CH2:29][CH2:28][N:27](C(OC(C)(C)C)=O)[CH2:26][CH2:25]5)[CH:21]=[CH:20][C:18]=4[N:19]=3)[CH2:10][CH2:9]2)=[N:6][CH:7]=1.C(O)(C(F)(F)F)=O. (8) Given the product [CH2:1]([C:5]1[CH:10]=[C:9]([C:11]([NH2:12])=[O:13])[CH:8]=[CH:7][N:6]=1)[CH:2]([CH3:4])[CH3:3], predict the reactants needed to synthesize it. The reactants are: [CH2:1]([C:5]1[CH:10]=[C:9]([C:11]#[N:12])[CH:8]=[CH:7][N:6]=1)[CH:2]([CH3:4])[CH3:3].[OH-:13].[K+]. (9) The reactants are: [NH2:1][C:2]1[N:7]([CH3:8])[C:6](=[O:9])[CH:5]=[C:4]([CH2:10][CH2:11][C:12]2[CH:17]=[CH:16][CH:15]=[C:14](Br)[CH:13]=2)[N:3]=1.[S:19]1[CH:23]=[CH:22][CH:21]=[C:20]1B(O)O.C(=O)([O-])[O-].[Cs+].[Cs+]. Given the product [NH2:1][C:2]1[N:7]([CH3:8])[C:6](=[O:9])[CH:5]=[C:4]([CH2:10][CH2:11][C:12]2[CH:17]=[CH:16][CH:15]=[C:14]([C:20]3[S:19][CH:23]=[CH:22][CH:21]=3)[CH:13]=2)[N:3]=1, predict the reactants needed to synthesize it. (10) Given the product [CH2:16]([O:15][C:13](=[O:14])[CH2:12][O:9][CH:1]1[CH2:8][CH2:7][CH2:6][CH2:5][CH2:4][CH2:3][CH2:2]1)[CH3:17], predict the reactants needed to synthesize it. The reactants are: [CH:1]1([OH:9])[CH2:8][CH2:7][CH2:6][CH2:5][CH2:4][CH2:3][CH2:2]1.[N+](=[CH:12][C:13]([O:15][CH2:16][CH3:17])=[O:14])=[N-].